This data is from Reaction yield outcomes from USPTO patents with 853,638 reactions. The task is: Predict the reaction yield, written as a fraction of the theoretical maximum amount of product (1.0 means a 100% yield; for example, 0.34 means a 34% yield). (1) The reactants are Cl[C:2]1[N:7]=[C:6]([NH:8][C:9]2[CH:14]=[CH:13][C:12]([N:15]3[CH2:20][CH2:19][O:18][CH2:17][CH2:16]3)=[CH:11][CH:10]=2)[CH:5]=[N:4][CH:3]=1.[N:21]1[C:25]2[CH:26]=[CH:27][CH:28]=[CH:29][C:24]=2[NH:23][CH:22]=1. No catalyst specified. The product is [N:21]1([C:2]2[N:7]=[C:6]([NH:8][C:9]3[CH:14]=[CH:13][C:12]([N:15]4[CH2:20][CH2:19][O:18][CH2:17][CH2:16]4)=[CH:11][CH:10]=3)[CH:5]=[N:4][CH:3]=2)[C:25]2[CH:26]=[CH:27][CH:28]=[CH:29][C:24]=2[N:23]=[CH:22]1. The yield is 0.310. (2) The reactants are CS(O[C@H:6]1[CH2:10][CH2:9][N:8]([C:11]([O:13][C:14]([CH3:17])([CH3:16])[CH3:15])=[O:12])[CH2:7]1)(=O)=O.[C-:18]#[N:19].[Na+]. The catalyst is CN(C)C=O. The product is [C:18]([C@@H:6]1[CH2:10][CH2:9][N:8]([C:11]([O:13][C:14]([CH3:17])([CH3:16])[CH3:15])=[O:12])[CH2:7]1)#[N:19]. The yield is 0.670. (3) The reactants are Br[CH2:2][C:3]1[CH:8]=[CH:7][C:6]([I:9])=[CH:5][CH:4]=1.[Cl:10][C:11]1[C:12]([OH:21])=[C:13]([C:18](=[O:20])[CH3:19])[CH:14]=[CH:15][C:16]=1[OH:17].C(=O)([O-])[O-].[Cs+].[Cs+].O. The catalyst is CN(C)C=O. The product is [Cl:10][C:11]1[C:12]([OH:21])=[C:13]([C:18](=[O:20])[CH3:19])[CH:14]=[CH:15][C:16]=1[O:17][CH2:2][C:3]1[CH:8]=[CH:7][C:6]([I:9])=[CH:5][CH:4]=1. The yield is 0.230.